Binary Classification. Given a T-cell receptor sequence (or CDR3 region) and an epitope sequence, predict whether binding occurs between them. From a dataset of TCR-epitope binding with 47,182 pairs between 192 epitopes and 23,139 TCRs. (1) The epitope is TPINLVRDL. The TCR CDR3 sequence is CASSVDSALAGFGDTQYF. Result: 1 (the TCR binds to the epitope). (2) The epitope is LLQTGIHVRVSQPSL. The TCR CDR3 sequence is CSTSAAYNEQFF. Result: 1 (the TCR binds to the epitope). (3) The epitope is QARQMVQAMRTIGTHP. Result: 0 (the TCR does not bind to the epitope). The TCR CDR3 sequence is CASSHGSGSEGFF. (4) The epitope is GTHWFVTQR. The TCR CDR3 sequence is CASSLADGDGYTF. Result: 0 (the TCR does not bind to the epitope). (5) Result: 1 (the TCR binds to the epitope). The epitope is RAKFKQLL. The TCR CDR3 sequence is CASSHSGGDQETQYF.